This data is from Reaction yield outcomes from USPTO patents with 853,638 reactions. The task is: Predict the reaction yield, written as a fraction of the theoretical maximum amount of product (1.0 means a 100% yield; for example, 0.34 means a 34% yield). (1) The reactants are C(O/[CH:4]=[CH:5]/[C:6](=O)[C:7]([F:13])([F:12])[C:8]([F:11])([F:10])[F:9])C.[CH3:15][S:16][CH:17]([CH3:25])/[CH:18]=[CH:19]/[N:20]1CCCC1.C([O-])(=O)C.[NH4+].O. The catalyst is C(OCC)C. The product is [CH3:15][S:16][CH:17]([C:18]1[CH:4]=[CH:5][C:6]([C:7]([F:12])([F:13])[C:8]([F:9])([F:10])[F:11])=[N:20][CH:19]=1)[CH3:25]. The yield is 0.120. (2) The reactants are [F:1][C:2]1[CH:3]=[C:4]([CH:35]=[C:36]([F:38])[CH:37]=1)[C:5]([C:7]1[CH:8]=[C:9]2[C:13](=[CH:14][CH:15]=1)[NH:12][N:11]=[C:10]2[NH:16][C:17](=[O:34])[C:18]1[CH:23]=[CH:22][C:21]([N:24]2[CH2:29][CH2:28][N:27]([CH3:30])[CH2:26][CH2:25]2)=[CH:20][C:19]=1[N+:31]([O-:33])=[O:32])=O.[BH4-].[Na+]. The catalyst is C(Cl)Cl.FC(F)(F)C(O)=O. The product is [F:38][C:36]1[CH:35]=[C:4]([CH:3]=[C:2]([F:1])[CH:37]=1)[CH2:5][C:7]1[CH:8]=[C:9]2[C:13](=[CH:14][CH:15]=1)[NH:12][N:11]=[C:10]2[NH:16][C:17](=[O:34])[C:18]1[CH:23]=[CH:22][C:21]([N:24]2[CH2:25][CH2:26][N:27]([CH3:30])[CH2:28][CH2:29]2)=[CH:20][C:19]=1[N+:31]([O-:33])=[O:32]. The yield is 0.920. (3) The yield is 0.220. The reactants are [C:1]1(P(C2C=CC=CC=2)C2C=CC=CC=2)C=CC=C[CH:2]=1.N(C([O:27][CH:28]([CH3:30])C)=O)=NC([O-])=O.[CH3:31][C:32]1[CH:50]=[C:49]([CH3:51])[CH:48]=[C:47]([CH3:52])[C:33]=1[CH2:34][S:35][C@@H:36]1CC[C:39]2(OCCO2)[CH2:38][C@H:37]1[OH:46].[C:53]([OH:56])(=[O:55])[CH3:54]. The product is [CH3:52][C:47]1[CH:48]=[C:49]([CH3:51])[CH:50]=[C:32]([CH3:31])[C:33]=1[CH2:34][S:35][C@H:36]1[C@H:37]([O:46][C:28](=[O:27])[CH3:30])[CH2:38][CH2:39][C:53]2([O:56][CH2:2][CH2:1][O:55]2)[CH2:54]1. The catalyst is O1CCCC1. (4) The reactants are C(OC(=O)[N:7]([C@H:10]1[C@H:14]([C:15]2[CH:20]=[CH:19][C:18]([Cl:21])=[C:17]([Cl:22])[CH:16]=2)[CH2:13][N:12]([C:23]([N:25]2[CH2:30][CH2:29][N:28]([S:31]([CH3:34])(=[O:33])=[O:32])[CH2:27][CH2:26]2)=[O:24])[CH2:11]1)[CH2:8][CH3:9])(C)(C)C.C(O)(C(F)(F)F)=O. The catalyst is C(Cl)Cl. The product is [Cl:22][C:17]1[CH:16]=[C:15]([C@H:14]2[C@H:10]([NH:7][CH2:8][CH3:9])[CH2:11][N:12]([C:23]([N:25]3[CH2:26][CH2:27][N:28]([S:31]([CH3:34])(=[O:32])=[O:33])[CH2:29][CH2:30]3)=[O:24])[CH2:13]2)[CH:20]=[CH:19][C:18]=1[Cl:21]. The yield is 0.840. (5) The reactants are [N:1]1([C:7]([O:9][C:10]([CH3:13])([CH3:12])[CH3:11])=[O:8])[CH2:6][CH2:5][NH:4][CH2:3][CH2:2]1.CCN(CC)CC.[Cl:21][CH2:22][C:23](Cl)=[O:24]. The catalyst is C(Cl)Cl. The product is [Cl:21][CH2:22][C:23]([N:4]1[CH2:5][CH2:6][N:1]([C:7]([O:9][C:10]([CH3:13])([CH3:12])[CH3:11])=[O:8])[CH2:2][CH2:3]1)=[O:24]. The yield is 1.00. (6) The reactants are [Cl:1][C:2]1[CH:3]=[C:4]([C:8]2[O:12][N:11]=[C:10]([CH:13]([OH:15])[CH3:14])[N:9]=2)[CH:5]=[CH:6][CH:7]=1.[C:16](OC=C)(=[O:18])[CH3:17]. The catalyst is C1(C)C=CC=CC=1. The product is [C:16]([O:15][C@@H:13]([C:10]1[N:9]=[C:8]([C:4]2[CH:5]=[CH:6][CH:7]=[C:2]([Cl:1])[CH:3]=2)[O:12][N:11]=1)[CH3:14])(=[O:18])[CH3:17]. The yield is 0.490. (7) The catalyst is C1COCC1.O.C1C=CC([P]([Pd]([P](C2C=CC=CC=2)(C2C=CC=CC=2)C2C=CC=CC=2)([P](C2C=CC=CC=2)(C2C=CC=CC=2)C2C=CC=CC=2)[P](C2C=CC=CC=2)(C2C=CC=CC=2)C2C=CC=CC=2)(C2C=CC=CC=2)C2C=CC=CC=2)=CC=1. The reactants are [Cl:1][C:2]1[N:7]=[C:6]([Cl:8])[C:5](I)=[CH:4][N:3]=1.CC1(C)C(C)(C)OB([C:18]2[CH:23]=[CH:22][CH:21]=[CH:20][C:19]=2[S:24][CH3:25])O1. The product is [Cl:1][C:2]1[N:7]=[C:6]([Cl:8])[C:5]([C:18]2[CH:23]=[CH:22][CH:21]=[CH:20][C:19]=2[S:24][CH3:25])=[CH:4][N:3]=1. The yield is 0.720. (8) The reactants are [Mg].Br[C:3]1[CH:8]=[CH:7][C:6]([C:9]([F:12])([F:11])[F:10])=[CH:5][CH:4]=1.[F:13][C:14]([F:24])([F:23])[C:15]1[CH:22]=[CH:21][C:18]([C:19]#[N:20])=[CH:17][CH:16]=1.[BH4-].[Na+].Cl. The catalyst is C(OCC)C.O1CCCC1.CO. The product is [F:10][C:9]([F:12])([F:11])[C:6]1[CH:7]=[CH:8][C:3]([CH:19]([NH2:20])[C:18]2[CH:21]=[CH:22][C:15]([C:14]([F:13])([F:23])[F:24])=[CH:16][CH:17]=2)=[CH:4][CH:5]=1. The yield is 0.0200.